Dataset: Reaction yield outcomes from USPTO patents with 853,638 reactions. Task: Predict the reaction yield, written as a fraction of the theoretical maximum amount of product (1.0 means a 100% yield; for example, 0.34 means a 34% yield). The reactants are FC(F)(F)C(O)=O.[Cl:8][C:9]1[CH:10]=[C:11]([CH:15]2[C:19]([C:22]3[CH:27]=[CH:26][C:25]([Cl:28])=[CH:24][CH:23]=3)([C:20]#[N:21])[CH:18]([CH2:29][C:30]([CH3:33])([CH3:32])[CH3:31])[NH:17][CH:16]2[C:34]([OH:36])=O)[CH:12]=[CH:13][CH:14]=1.CC1(C)[O:42][C@H:41]([CH2:43][CH2:44][NH2:45])[CH2:40][O:39]1.CN(C(ON1N=NC2C=CC=NC1=2)=[N+](C)C)C.F[P-](F)(F)(F)(F)F.CCN(C(C)C)C(C)C.Cl. The catalyst is C(Cl)Cl.O1CCCC1. The product is [OH:42][C@@H:41]([CH2:40][OH:39])[CH2:43][CH2:44][NH:45][C:34]([CH:16]1[CH:15]([C:11]2[CH:12]=[CH:13][CH:14]=[C:9]([Cl:8])[CH:10]=2)[C:19]([C:22]2[CH:27]=[CH:26][C:25]([Cl:28])=[CH:24][CH:23]=2)([C:20]#[N:21])[CH:18]([CH2:29][C:30]([CH3:32])([CH3:31])[CH3:33])[NH:17]1)=[O:36]. The yield is 0.810.